Dataset: CYP2C19 inhibition data for predicting drug metabolism from PubChem BioAssay. Task: Regression/Classification. Given a drug SMILES string, predict its absorption, distribution, metabolism, or excretion properties. Task type varies by dataset: regression for continuous measurements (e.g., permeability, clearance, half-life) or binary classification for categorical outcomes (e.g., BBB penetration, CYP inhibition). Dataset: cyp2c19_veith. The compound is O=C(CN1C(=O)C2C3C=CC(C3)C2C1=O)NC1CCCc2ccccc21. The result is 1 (inhibitor).